Dataset: Catalyst prediction with 721,799 reactions and 888 catalyst types from USPTO. Task: Predict which catalyst facilitates the given reaction. (1) The catalyst class is: 2. Product: [Br:1][C:2]1[CH:3]=[C:4]([CH2:9][F:17])[CH:5]=[C:6]([F:8])[CH:7]=1. Reactant: [Br:1][C:2]1[CH:3]=[C:4]([CH2:9]O)[CH:5]=[C:6]([F:8])[CH:7]=1.CCN(S(F)(F)[F:17])CC.C([O-])(O)=O.[Na+]. (2) Reactant: [C:1]([OH:8])(=O)/[CH:2]=[CH:3]\[C:4]([NH2:6])=[O:5].[C:9]([O-])(=O)[CH3:10].[Na+].[CH2:14](Cl)Cl.CCOC(C)=O. The catalyst class is: 152. Product: [CH2:14]([N:6]1[C:1](=[O:8])[CH:2]=[CH:3][C:4]1=[O:5])[C:9]#[CH:10]. (3) The catalyst class is: 1. Reactant: [OH:1][CH2:2][C:3]1[CH:8]=[CH:7][C:6]([S:9]([C:12]([F:15])([F:14])[F:13])(=[O:11])=[O:10])=[CH:5][C:4]=1[OH:16].[Br:17][CH2:18][CH:19](OC)OC.OS(O)(=O)=O. Product: [Br:17][CH2:18][CH:19]1[O:16][C:4]2[CH:5]=[C:6]([S:9]([C:12]([F:13])([F:14])[F:15])(=[O:10])=[O:11])[CH:7]=[CH:8][C:3]=2[CH2:2][O:1]1. (4) Reactant: Cl[C:2]1[C:7]([C:8]([O:10][CH2:11][CH3:12])=[O:9])=[CH:6][N:5]=[C:4]([Cl:13])[C:3]=1[CH3:14].[CH3:15][NH2:16].O. Product: [Cl:13][C:4]1[C:3]([CH3:14])=[C:2]([NH:16][CH3:15])[C:7]([C:8]([O:10][CH2:11][CH3:12])=[O:9])=[CH:6][N:5]=1. The catalyst class is: 10.